From a dataset of Full USPTO retrosynthesis dataset with 1.9M reactions from patents (1976-2016). Predict the reactants needed to synthesize the given product. (1) Given the product [N:1]1([C:5](=[O:23])[CH2:6][C:7]2[CH:12]=[CH:11][C:10]([OH:13])=[CH:9][C:8]=2[O:21][CH3:22])[CH2:4][CH2:3][CH2:2]1, predict the reactants needed to synthesize it. The reactants are: [N:1]1([C:5](=[O:23])[CH2:6][C:7]2[CH:12]=[CH:11][C:10]([O:13]CC3C=CC=CC=3)=[CH:9][C:8]=2[O:21][CH3:22])[CH2:4][CH2:3][CH2:2]1. (2) Given the product [CH2:7]([C:10]1[C:11]([O:26][C:27]([CH3:33])([CH3:32])[C:28]([NH2:1])=[O:29])=[C:12]([CH2:23][CH2:24][CH3:25])[C:13]2[O:17][N:16]=[C:15]([C:18]([F:21])([F:20])[F:19])[C:14]=2[CH:22]=1)[CH2:8][CH3:9], predict the reactants needed to synthesize it. The reactants are: [NH4+:1].[Cl-].[Al+3].[Cl-].[Cl-].[Cl-].[CH2:7]([C:10]1[C:11]([O:26][C:27]([CH3:33])([CH3:32])[C:28](OC)=[O:29])=[C:12]([CH2:23][CH2:24][CH3:25])[C:13]2[O:17][N:16]=[C:15]([C:18]([F:21])([F:20])[F:19])[C:14]=2[CH:22]=1)[CH2:8][CH3:9]. (3) Given the product [CH3:26][N:27]([CH3:36])[C:28]1[CH:35]=[CH:34][C:31]([C:32]2[NH:23][C:22]3[CH:21]=[CH:20][C:6]([NH:7][C:8]([C:10]4[CH:11]=[CH:12][C:13]5[N:17]=[N:16][N:15]([CH3:18])[C:14]=5[CH:19]=4)=[O:9])=[CH:5][C:4]=3[N:1]=2)=[CH:30][CH:29]=1, predict the reactants needed to synthesize it. The reactants are: [N+:1]([C:4]1[CH:5]=[C:6]([CH:20]=[CH:21][C:22]=1[N+:23]([O-])=O)[NH:7][C:8]([C:10]1[CH:11]=[CH:12][C:13]2[N:17]=[N:16][N:15]([CH3:18])[C:14]=2[CH:19]=1)=[O:9])([O-])=O.[CH3:26][N:27]([CH3:36])[C:28]1[CH:35]=[CH:34][C:31]([CH:32]=O)=[CH:30][CH:29]=1. (4) Given the product [Cl:1][C:2]1[CH:7]=[CH:6][C:5]([C@H:8]([NH:11][C@@H:12]([C:14]2[CH:18]=[CH:17][N:16]([S:19]([C:22]3[CH:27]=[CH:26][C:25]([CH3:28])=[CH:24][CH:23]=3)(=[O:21])=[O:20])[CH:15]=2)[CH3:13])[CH2:9][CH3:10])=[C:4]([F:29])[C:3]=1[O:30][C:31]1[CH:32]=[CH:33][CH:34]=[CH:35][CH:36]=1, predict the reactants needed to synthesize it. The reactants are: [Cl:1][C:2]1[CH:7]=[CH:6][C:5]([C@H:8](/[N:11]=[C:12](/[C:14]2[CH:18]=[CH:17][N:16]([S:19]([C:22]3[CH:27]=[CH:26][C:25]([CH3:28])=[CH:24][CH:23]=3)(=[O:21])=[O:20])[CH:15]=2)\[CH3:13])[CH2:9][CH3:10])=[C:4]([F:29])[C:3]=1[O:30][C:31]1[CH:36]=[CH:35][CH:34]=[CH:33][CH:32]=1.[BH4-].[Na+].